This data is from Full USPTO retrosynthesis dataset with 1.9M reactions from patents (1976-2016). The task is: Predict the reactants needed to synthesize the given product. (1) Given the product [CH2:15]([N:6]1[C:5]2[CH:4]=[CH:3][C:2]([NH:1][C:28](=[O:29])[CH2:27][CH2:26][CH2:25][NH:24][C:22](=[O:23])[O:21][C:17]([CH3:18])([CH3:20])[CH3:19])=[CH:14][C:13]=2[C:12]2[C:7]1=[CH:8][CH:9]=[CH:10][CH:11]=2)[CH3:16], predict the reactants needed to synthesize it. The reactants are: [NH2:1][C:2]1[CH:3]=[CH:4][C:5]2[N:6]([CH2:15][CH3:16])[C:7]3[C:12]([C:13]=2[CH:14]=1)=[CH:11][CH:10]=[CH:9][CH:8]=3.[C:17]([O:21][C:22]([NH:24][CH2:25][CH2:26][CH2:27][C:28](O)=[O:29])=[O:23])([CH3:20])([CH3:19])[CH3:18].CCN(C(C)C)C(C)C.CN(C(ON1N=NC2C=CC=NC1=2)=[N+](C)C)C.F[P-](F)(F)(F)(F)F. (2) Given the product [CH3:31][O:29][C:28](=[O:30])[CH2:27][CH2:26][CH2:25][CH2:24][CH2:23][CH2:22][C@H:3]1[C@H:4]([CH:7]=[CH:8][Sn:9]([CH2:14][CH2:15][CH2:16][CH3:17])([CH2:10][CH2:11][CH2:12][CH3:13])[CH2:18][CH2:19][CH2:20][CH3:21])[CH2:5][CH2:6][C:2]1=[O:1], predict the reactants needed to synthesize it. The reactants are: [O:1]=[C:2]1[CH2:6][CH2:5][C@@H:4]([CH:7]=[CH:8][Sn:9]([CH2:18][CH2:19][CH2:20][CH3:21])([CH2:14][CH2:15][CH2:16][CH3:17])[CH2:10][CH2:11][CH2:12][CH3:13])[C@@H:3]1[CH2:22][CH2:23][CH2:24][CH2:25][CH2:26][CH2:27][C:28]([OH:30])=[O:29].[CH:31](N(C(C)C)CC)(C)C.C(Cl)CCl.